This data is from NCI-60 drug combinations with 297,098 pairs across 59 cell lines. The task is: Regression. Given two drug SMILES strings and cell line genomic features, predict the synergy score measuring deviation from expected non-interaction effect. (1) Drug 1: CC1=CC2C(CCC3(C2CCC3(C(=O)C)OC(=O)C)C)C4(C1=CC(=O)CC4)C. Drug 2: C1=CC=C(C=C1)NC(=O)CCCCCCC(=O)NO. Cell line: OVCAR-5. Synergy scores: CSS=16.8, Synergy_ZIP=-4.72, Synergy_Bliss=1.80, Synergy_Loewe=-35.0, Synergy_HSA=-1.15. (2) Drug 1: CC1C(C(=O)NC(C(=O)N2CCCC2C(=O)N(CC(=O)N(C(C(=O)O1)C(C)C)C)C)C(C)C)NC(=O)C3=C4C(=C(C=C3)C)OC5=C(C(=O)C(=C(C5=N4)C(=O)NC6C(OC(=O)C(N(C(=O)CN(C(=O)C7CCCN7C(=O)C(NC6=O)C(C)C)C)C)C(C)C)C)N)C. Drug 2: C#CCC(CC1=CN=C2C(=N1)C(=NC(=N2)N)N)C3=CC=C(C=C3)C(=O)NC(CCC(=O)O)C(=O)O. Cell line: MCF7. Synergy scores: CSS=39.4, Synergy_ZIP=4.98, Synergy_Bliss=3.72, Synergy_Loewe=-17.8, Synergy_HSA=-0.650. (3) Drug 1: C1=NC2=C(N1)C(=S)N=C(N2)N. Drug 2: CC1=C(N=C(N=C1N)C(CC(=O)N)NCC(C(=O)N)N)C(=O)NC(C(C2=CN=CN2)OC3C(C(C(C(O3)CO)O)O)OC4C(C(C(C(O4)CO)O)OC(=O)N)O)C(=O)NC(C)C(C(C)C(=O)NC(C(C)O)C(=O)NCCC5=NC(=CS5)C6=NC(=CS6)C(=O)NCCC[S+](C)C)O. Cell line: SF-539. Synergy scores: CSS=28.9, Synergy_ZIP=-5.61, Synergy_Bliss=-1.83, Synergy_Loewe=-0.148, Synergy_HSA=0.972.